This data is from Peptide-MHC class I binding affinity with 185,985 pairs from IEDB/IMGT. The task is: Regression. Given a peptide amino acid sequence and an MHC pseudo amino acid sequence, predict their binding affinity value. This is MHC class I binding data. (1) The peptide sequence is KELYPLTSL. The MHC is HLA-B54:01 with pseudo-sequence HLA-B54:01. The binding affinity (normalized) is 0. (2) The peptide sequence is MTVDEVEDY. The MHC is HLA-A02:19 with pseudo-sequence HLA-A02:19. The binding affinity (normalized) is 0.0847. (3) The peptide sequence is SSGCYIHFF. The MHC is HLA-A30:02 with pseudo-sequence HLA-A30:02. The binding affinity (normalized) is 0.135. (4) The peptide sequence is IPERSWNTGF. The MHC is HLA-B35:01 with pseudo-sequence HLA-B35:01. The binding affinity (normalized) is 0.439. (5) The peptide sequence is YFYYNAFHWAI. The MHC is HLA-A25:01 with pseudo-sequence HLA-A25:01. The binding affinity (normalized) is 0.0847. (6) The binding affinity (normalized) is 0.0847. The peptide sequence is STDTRHIPQ. The MHC is HLA-B58:01 with pseudo-sequence HLA-B58:01. (7) The peptide sequence is QYPAFVLFI. The MHC is HLA-A11:01 with pseudo-sequence HLA-A11:01. The binding affinity (normalized) is 0.266.